Dataset: Full USPTO retrosynthesis dataset with 1.9M reactions from patents (1976-2016). Task: Predict the reactants needed to synthesize the given product. (1) Given the product [CH2:1]([O:8][C:9]([N:11]1[CH2:20][CH2:19][C:18]2[C:13](=[CH:14][CH:15]=[CH:16][CH:17]=2)[CH:12]1[C:21]1[CH:26]=[C:25]([Cl:27])[CH:24]=[CH:23][C:22]=1[O:28][CH2:48][C:46]1[O:45][N:44]=[C:43]([O:42][CH2:35][C:36]2[CH:41]=[CH:40][CH:39]=[CH:38][CH:37]=2)[CH:47]=1)=[O:10])[C:2]1[CH:7]=[CH:6][CH:5]=[CH:4][CH:3]=1, predict the reactants needed to synthesize it. The reactants are: [CH2:1]([O:8][C:9]([N:11]1[CH2:20][CH2:19][C:18]2[C:13](=[CH:14][CH:15]=[CH:16][CH:17]=2)[CH:12]1[C:21]1[CH:26]=[C:25]([Cl:27])[CH:24]=[CH:23][C:22]=1[OH:28])=[O:10])[C:2]1[CH:7]=[CH:6][CH:5]=[CH:4][CH:3]=1.C(=O)([O-])[O-].[K+].[K+].[CH2:35]([O:42][C:43]1[CH:47]=[C:46]([CH2:48]OS(C)(=O)=O)[O:45][N:44]=1)[C:36]1[CH:41]=[CH:40][CH:39]=[CH:38][CH:37]=1. (2) Given the product [CH3:29][N:24]1[C:23]([C:21]([NH:20][C:16]2[CH:15]=[C:14]([CH:19]=[CH:18][CH:17]=2)[C:12]([C:8]2[CH:7]=[C:6]3[C:11]([C:3](=[CH:2][NH:31][C:32]4[CH:33]=[CH:34][C:35]([CH2:38][CH2:39][C:40]([OH:42])=[O:41])=[CH:36][CH:37]=4)[C:4](=[O:30])[NH:5]3)=[CH:10][CH:9]=2)=[O:13])=[O:22])=[CH:27][C:26]([CH3:28])=[N:25]1, predict the reactants needed to synthesize it. The reactants are: O[CH:2]=[C:3]1[C:11]2[C:6](=[CH:7][C:8]([C:12]([C:14]3[CH:15]=[C:16]([NH:20][C:21]([C:23]4[N:24]([CH3:29])[N:25]=[C:26]([CH3:28])[CH:27]=4)=[O:22])[CH:17]=[CH:18][CH:19]=3)=[O:13])=[CH:9][CH:10]=2)[NH:5][C:4]1=[O:30].[NH2:31][C:32]1[CH:37]=[CH:36][C:35]([CH2:38][CH2:39][C:40]([OH:42])=[O:41])=[CH:34][CH:33]=1. (3) Given the product [CH3:1][CH:2]([CH2:18][CH2:19][CH:20]=[C:21]([CH3:23])[CH3:22])[CH2:3][CH2:4][O:5][C:6](=[O:17])[CH2:7][CH2:8][CH:9]([O:16][C:39]([O:38][CH2:30][CH2:31][C:32]1[CH:37]=[CH:36][CH:35]=[CH:34][CH:33]=1)=[O:40])[CH2:10][CH2:11][CH2:12][CH2:13][CH2:14][CH3:15], predict the reactants needed to synthesize it. The reactants are: [CH3:1][CH:2]([CH2:18][CH2:19][CH:20]=[C:21]([CH3:23])[CH3:22])[CH2:3][CH2:4][O:5][C:6](=[O:17])[CH2:7][CH2:8][CH:9]([OH:16])[CH2:10][CH2:11][CH2:12][CH2:13][CH2:14][CH3:15].N1C=CC=CC=1.[CH2:30]([O:38][C:39](Cl)=[O:40])[CH2:31][C:32]1[CH:37]=[CH:36][CH:35]=[CH:34][CH:33]=1.O. (4) Given the product [F:39][C:21]1[C:20]2[C:24](=[CH:25][CH:26]=[C:18]([CH:15]3[CH2:16][CH2:17][N:12]([CH2:11][CH2:10][N:2]([CH3:1])[C:3](=[O:9])[O:4][C:5]([CH3:8])([CH3:6])[CH3:7])[CH2:13][CH2:14]3)[CH:19]=2)[NH:23][C:22]=1[C:27]1[CH:32]=[CH:31][CH:30]=[CH:29][C:28]=1[NH:33][S:34]([CH3:37])(=[O:36])=[O:35], predict the reactants needed to synthesize it. The reactants are: [CH3:1][N:2]([CH2:10][CH2:11][N:12]1[CH2:17][CH2:16][CH:15]([C:18]2[CH:19]=[C:20]3[C:24](=[CH:25][CH:26]=2)[NH:23][C:22]([C:27]2[CH:32]=[CH:31][CH:30]=[CH:29][C:28]=2[NH:33][S:34]([CH3:37])(=[O:36])=[O:35])=[CH:21]3)[CH2:14][CH2:13]1)[C:3](=[O:9])[O:4][C:5]([CH3:8])([CH3:7])[CH3:6].[B-](F)(F)(F)[F:39].[B-](F)(F)(F)F.C1[N+]2(CCl)CC[N+](F)(CC2)C1.